Dataset: Full USPTO retrosynthesis dataset with 1.9M reactions from patents (1976-2016). Task: Predict the reactants needed to synthesize the given product. Given the product [S:21]1[CH:22]=[CH:23][C:19]([C:12]2[CH:13]=[CH:14][C:9]([CH:7]=[O:8])=[CH:10][CH:11]=2)=[CH:20]1, predict the reactants needed to synthesize it. The reactants are: C(=O)([O-])[O-].[Na+].[Na+].[CH:7]([C:9]1[CH:14]=[CH:13][C:12](B(O)O)=[CH:11][CH:10]=1)=[O:8].Br[C:19]1[CH:23]=[CH:22][S:21][CH:20]=1.C1(C)C=CC=CC=1.